This data is from Forward reaction prediction with 1.9M reactions from USPTO patents (1976-2016). The task is: Predict the product of the given reaction. Given the reactants [C:1]([NH:18][C@H:19]([C:26]([OH:28])=[O:27])[CH2:20][C:21]1[N:25]=[CH:24][NH:23][CH:22]=1)([O:3]CC1C2C(=CC=CC=2)C2C1=CC=CC=2)=O.C(N[C@H:47]([C:52]([OH:54])=[O:53])[CH2:48]C(C)C)(OCC1C2C(=CC=CC=2)C2C1=CC=CC=2)=O.S1[CH:59]=[CH:58][CH:57]=[C:56]1[CH:60]=[O:61].Cl[C:63]1[CH:64]=[C:65]([CH:69]=[CH:70][C:71]=1Cl)[C:66](Cl)=O, predict the reaction product. The product is: [O:61]1[CH:60]=[CH:56][CH:57]=[C:58]1[CH:59]1[N:18]([C:1]([C:69]2[CH:70]=[CH:71][CH:63]=[CH:64][C:65]=2[CH3:66])=[O:3])[C:19]([CH2:20][C:21]2[N:25]=[CH:24][NH:23][CH:22]=2)([C:26]([OH:28])=[O:27])[CH2:48][CH:47]1[C:52]([OH:54])=[O:53].